Task: Predict the reactants needed to synthesize the given product.. Dataset: Full USPTO retrosynthesis dataset with 1.9M reactions from patents (1976-2016) Given the product [CH3:25][O:24][C:19]1[CH:20]=[CH:21][CH:22]=[CH:23][C:18]=1[C:17]1[C:11]2[C:12](=[N:13][CH:14]=[C:9]([C:5]3[CH:4]=[C:3]([CH:2]([C:34]4[C:39]([C:40]([F:43])([F:41])[F:42])=[CH:38][CH:37]=[CH:36][N:35]=4)[OH:1])[CH:8]=[CH:7][CH:6]=3)[CH:10]=2)[NH:15][N:16]=1, predict the reactants needed to synthesize it. The reactants are: [OH:1][CH:2]([C:34]1[C:39]([C:40]([F:43])([F:42])[F:41])=[CH:38][CH:37]=[CH:36][N:35]=1)[C:3]1[CH:4]=[C:5]([C:9]2[CH:10]=[C:11]3[C:17]([C:18]4[CH:23]=[CH:22][CH:21]=[CH:20][C:19]=4[O:24][CH3:25])=[N:16][N:15](COC(=O)C(C)(C)C)[C:12]3=[N:13][CH:14]=2)[CH:6]=[CH:7][CH:8]=1.C(N)CN.Cl.C(=O)(O)[O-].[Na+].